This data is from Forward reaction prediction with 1.9M reactions from USPTO patents (1976-2016). The task is: Predict the product of the given reaction. (1) Given the reactants [F:1][C:2]1[CH:7]=[CH:6][C:5]([S:8]([N:11]([C:16]2[C:25]([C:26]([O:28][CH3:29])=[O:27])=[C:24]3[C:19]([C@H:20]4[CH2:30][C@H:21]4[CH2:22][O:23]3)=[CH:18][CH:17]=2)C(OC)=O)(=[O:10])=[O:9])=[C:4]([CH:31]2[CH2:33][CH:32]2[CH2:34]OS(C)(=O)=O)[CH:3]=1.[CH2:40]([NH:42][CH2:43][CH3:44])[CH3:41], predict the reaction product. The product is: [CH2:40]([N:42]([CH2:34][CH:32]1[CH2:33][CH:31]1[C:4]1[CH:3]=[C:2]([F:1])[CH:7]=[CH:6][C:5]=1[S:8]([NH:11][C:16]1[C:25]([C:26]([O:28][CH3:29])=[O:27])=[C:24]2[C:19]([C@H:20]3[CH2:30][C@H:21]3[CH2:22][O:23]2)=[CH:18][CH:17]=1)(=[O:10])=[O:9])[CH2:43][CH3:44])[CH3:41]. (2) Given the reactants [CH3:1][O:2][C:3]1[C:12]2[C:7](=[C:8]([O:13][CH3:14])[CH:9]=[CH:10][CH:11]=2)[CH:6]=[C:5]([C:15](OC)=[O:16])[CH:4]=1.[H-].[Al+3].[Li+].[H-].[H-].[H-], predict the reaction product. The product is: [CH3:1][O:2][C:3]1[C:12]2[C:7](=[C:8]([O:13][CH3:14])[CH:9]=[CH:10][CH:11]=2)[CH:6]=[C:5]([CH2:15][OH:16])[CH:4]=1. (3) The product is: [O:1]=[C:2]1[C:8](=[CH:9][OH:10])[C:7](=[O:18])[N:6]([C:19]2[CH:20]=[CH:21][CH:22]=[CH:23][CH:24]=2)[CH:5]=[CH:4][N:3]1[CH2:25][C:26]([N:28]([CH:37]([CH3:39])[CH3:38])[C:29]1[CH:30]=[CH:31][C:32]([O:35][CH3:36])=[CH:33][CH:34]=1)=[O:27]. Given the reactants [O:1]=[C:2]1[C:8](=[CH:9][O:10]CCO[Si](C)(C)C)[C:7](=[O:18])[N:6]([C:19]2[CH:24]=[CH:23][CH:22]=[CH:21][CH:20]=2)[CH:5]=[CH:4][N:3]1[CH2:25][C:26]([N:28]([CH:37]([CH3:39])[CH3:38])[C:29]1[CH:34]=[CH:33][C:32]([O:35][CH3:36])=[CH:31][CH:30]=1)=[O:27], predict the reaction product.